This data is from Aqueous solubility values for 9,982 compounds from the AqSolDB database. The task is: Regression/Classification. Given a drug SMILES string, predict its absorption, distribution, metabolism, or excretion properties. Task type varies by dataset: regression for continuous measurements (e.g., permeability, clearance, half-life) or binary classification for categorical outcomes (e.g., BBB penetration, CYP inhibition). For this dataset (solubility_aqsoldb), we predict Y. (1) The drug is C/C(=C\C(C)CC(C)CC(C)C)C1CC(=O)OC1=O. The Y is -4.43 log mol/L. (2) The molecule is C1CCCCCCCCCCC1. The Y is -7.02 log mol/L. (3) The molecule is CC(=O)[O-].CC(=O)[O-].[Ni+2]. The Y is 0.000538 log mol/L. (4) The compound is Oc1cccc(Cl)c1. The Y is -0.710 log mol/L.